From a dataset of Forward reaction prediction with 1.9M reactions from USPTO patents (1976-2016). Predict the product of the given reaction. (1) The product is: [CH3:1][O:2][C:3]([C:5]1[CH:10]=[C:9]([NH2:11])[N:8]=[C:7]([C:17]2[CH:18]=[CH:19][C:14]([Cl:13])=[C:15]([O:24][CH3:25])[C:16]=2[F:23])[N:6]=1)=[O:4]. Given the reactants [CH3:1][O:2][C:3]([C:5]1[CH:10]=[C:9]([NH2:11])[N:8]=[C:7](Cl)[N:6]=1)=[O:4].[Cl:13][C:14]1[CH:19]=[CH:18][C:17](B(O)O)=[C:16]([F:23])[C:15]=1[O:24][CH3:25], predict the reaction product. (2) The product is: [Br:22][C:18]1[CH:19]=[C:20]([Cl:21])[C:13]([N:12]2[CH:11]=[C:5]3[CH:6]=[N:7][CH:8]=[C:9]([F:10])[C:4]3=[N:1]2)=[C:14]([CH:17]=1)[C:15]#[N:16]. Given the reactants [N:1]([C:4]1[C:9]([F:10])=[CH:8][N:7]=[CH:6][C:5]=1/[CH:11]=[N:12]/[C:13]1[C:20]([Cl:21])=[CH:19][C:18]([Br:22])=[CH:17][C:14]=1[C:15]#[N:16])=[N+]=[N-], predict the reaction product.